This data is from Full USPTO retrosynthesis dataset with 1.9M reactions from patents (1976-2016). The task is: Predict the reactants needed to synthesize the given product. (1) Given the product [CH3:1][O:2][C:3](=[O:26])[C:4](=[C:5]1[C:9](=[O:10])[N:8]([C:11]2[CH:12]=[CH:13][C:14]([CH:17]([CH3:18])[CH3:19])=[CH:15][CH:16]=2)[N:7]=[C:6]1[CH3:20])[C:21]([F:23])([F:24])[F:22], predict the reactants needed to synthesize it. The reactants are: [CH3:1][O:2][C:3](=[O:26])[C:4](O)([C:21]([F:24])([F:23])[F:22])[C:5]1[C:9](=[O:10])[N:8]([C:11]2[CH:16]=[CH:15][C:14]([CH:17]([CH3:19])[CH3:18])=[CH:13][CH:12]=2)[NH:7][C:6]=1[CH3:20].S(Cl)(Cl)=O. (2) Given the product [CH2:26]([C:2]1[CH:3]=[C:4]([N:8]([C:15]2[CH:20]=[CH:19][CH:18]=[CH:17][CH:16]=2)[C:9]2[CH:14]=[CH:13][CH:12]=[CH:11][CH:10]=2)[CH:5]=[CH:6][CH:7]=1)[CH:25]=[CH2:24], predict the reactants needed to synthesize it. The reactants are: Br[C:2]1[CH:3]=[C:4]([N:8]([C:15]2[CH:20]=[CH:19][CH:18]=[CH:17][CH:16]=2)[C:9]2[CH:14]=[CH:13][CH:12]=[CH:11][CH:10]=2)[CH:5]=[CH:6][CH:7]=1.[Mg].II.[CH2:24](Br)[CH:25]=[CH2:26]. (3) The reactants are: [CH:1]1([NH2:5])[CH2:4][CH2:3][CH2:2]1.[CH3:6][C:7]1[O:11][N:10]=[C:9]([C:12]2[CH:17]=[CH:16][CH:15]=[CH:14][CH:13]=2)[C:8]=1[C:18]1[N:19]=[CH:20][N:21]([C:23]2[CH:31]=[CH:30][CH:29]=[CH:28][C:24]=2[C:25](O)=[O:26])[CH:22]=1. Given the product [CH:1]1([NH:5][C:25](=[O:26])[C:24]2[CH:28]=[CH:29][CH:30]=[CH:31][C:23]=2[N:21]2[CH:22]=[C:18]([C:8]3[C:9]([C:12]4[CH:17]=[CH:16][CH:15]=[CH:14][CH:13]=4)=[N:10][O:11][C:7]=3[CH3:6])[N:19]=[CH:20]2)[CH2:4][CH2:3][CH2:2]1, predict the reactants needed to synthesize it. (4) Given the product [Cl:26][C:24]1[CH:25]=[C:20]([C@H:13]2[C:14]3[C:15](=[CH:16][CH:17]=[CH:18][CH:19]=3)[C@@H:10]([N:9]([CH3:8])[CH2:29][C:30]([O:32][CH3:33])=[O:31])[CH2:11][CH2:12]2)[CH:21]=[CH:22][C:23]=1[Cl:27], predict the reactants needed to synthesize it. The reactants are: C(N(CC)CC)C.[CH3:8][NH:9][C@@H:10]1[C:15]2[CH:16]=[CH:17][CH:18]=[CH:19][C:14]=2[C@H:13]([C:20]2[CH:21]=[CH:22][C:23]([Cl:27])=[C:24]([Cl:26])[CH:25]=2)[CH2:12][CH2:11]1.Br[CH2:29][C:30]([O:32][CH3:33])=[O:31]. (5) Given the product [ClH:1].[Cl:8][C:4]1[CH:5]=[CH:6][CH:7]=[C:2]([Cl:1])[C:3]=1[C:9]1[C:14]2[O:15][C@@H:16]([CH2:19][NH2:20])[CH2:17][O:18][C:13]=2[CH:12]=[C:11]([F:31])[CH:10]=1, predict the reactants needed to synthesize it. The reactants are: [Cl:1][C:2]1[CH:7]=[CH:6][CH:5]=[C:4]([Cl:8])[C:3]=1[C:9]1[C:14]2[O:15][C@@H:16]([CH2:19][N:20]3C(=O)C4C(=CC=CC=4)C3=O)[CH2:17][O:18][C:13]=2[CH:12]=[C:11]([F:31])[CH:10]=1.NN.Cl.CC(O)C. (6) Given the product [CH:1]12[CH2:7][CH:4]([CH:5]=[CH:6]1)[CH:3]([C:8]([O:10][CH2:11][CH3:12])=[O:9])[N:2]2[C:21]([O:20][CH2:19][C:16]1[CH:17]=[CH:18][CH:13]=[CH:14][CH:15]=1)=[O:22], predict the reactants needed to synthesize it. The reactants are: [CH:1]12[CH2:7][CH:4]([CH:5]=[CH:6]1)[CH:3]([C:8]([O:10][CH2:11][CH3:12])=[O:9])[NH:2]2.[CH:13]1[CH:18]=[CH:17][C:16]([CH2:19][O:20][C:21](Cl)=[O:22])=[CH:15][CH:14]=1. (7) Given the product [Cl:10][C:11]1[CH:12]=[C:13]([NH:18][C:19]2[C:28]3[C:23](=[CH:24][CH:25]=[CH:26][C:27]=3[O:29][CH2:30][C@H:31]([N:33]([CH3:38])[C:34](=[O:37])[CH2:35][OH:36])[CH3:32])[N:22]=[CH:21][N:20]=2)[CH:14]=[CH:15][C:16]=1[O:17][CH2:8][C:3]1[CH:4]=[CH:5][CH:6]=[CH:7][N:2]=1, predict the reactants needed to synthesize it. The reactants are: Cl.[N:2]1[CH:7]=[CH:6][CH:5]=[CH:4][C:3]=1[CH2:8]Cl.[Cl:10][C:11]1[CH:12]=[C:13]([NH:18][C:19]2[C:28]3[C:23](=[CH:24][CH:25]=[CH:26][C:27]=3[O:29][CH2:30][C@H:31]([N:33]([CH3:38])[C:34](=[O:37])[CH2:35][OH:36])[CH3:32])[N:22]=[CH:21][N:20]=2)[CH:14]=[CH:15][C:16]=1[OH:17]. (8) Given the product [CH2:1]=[CH:2][CH2:3][CH3:4].[C:1](=[O:7])=[O:6].[CH:1](=[O:6])[CH2:2][CH3:3], predict the reactants needed to synthesize it. The reactants are: [C:1]([OH:7])(=[O:6])[CH:2]=[CH:3][CH2:4]C.